Dataset: Forward reaction prediction with 1.9M reactions from USPTO patents (1976-2016). Task: Predict the product of the given reaction. (1) Given the reactants [C:1]1([C:7]2[C:15]3[C:10](=[N:11][CH:12]=[C:13]([NH:16][C:17](=[O:33])[C:18]4[C:23]([F:24])=[CH:22][CH:21]=[C:20]([NH:25][S:26]([CH2:29][CH2:30][CH3:31])(=[O:28])=[O:27])[C:19]=4[F:32])[CH:14]=3)[NH:9][CH:8]=2)[CH2:6][CH2:5][CH2:4][CH2:3][CH:2]=1.[H][H], predict the reaction product. The product is: [CH:1]1([C:7]2[C:15]3[C:10](=[N:11][CH:12]=[C:13]([NH:16][C:17](=[O:33])[C:18]4[C:23]([F:24])=[CH:22][CH:21]=[C:20]([NH:25][S:26]([CH2:29][CH2:30][CH3:31])(=[O:28])=[O:27])[C:19]=4[F:32])[CH:14]=3)[NH:9][CH:8]=2)[CH2:2][CH2:3][CH2:4][CH2:5][CH2:6]1. (2) Given the reactants B1([O-])OO1.[OH2:5].[OH2:6].[OH2:7].O.[Na+].[SH:10][C:11]1[CH2:16][O:15][CH2:14][CH2:13][C:12]=1[C:17]([O:19][CH2:20][CH3:21])=[O:18], predict the reaction product. The product is: [CH2:20]([O:19][C:17]([C:12]1[CH2:13][CH2:14][O:15][CH2:16][C:11]=1[S:10]([OH:7])(=[O:6])=[O:5])=[O:18])[CH3:21]. (3) The product is: [OH2:13].[Na+:1].[C:2]([C:6]1[CH:7]=[CH:8][C:9]([CH2:10][N:11]([CH2:21][C:22]2[CH:23]=[C:24]([CH:30]=[CH:31][CH:32]=2)[O:25][CH2:26][C:27]([O-:29])=[O:28])[S:12]([C:15]2[CH:16]=[N:17][CH:18]=[CH:19][CH:20]=2)(=[O:13])=[O:14])=[CH:33][CH:34]=1)([CH3:5])([CH3:3])[CH3:4]. Given the reactants [Na+:1].[C:2]([C:6]1[CH:34]=[CH:33][C:9]([CH2:10][N:11]([CH2:21][C:22]2[CH:23]=[C:24]([CH:30]=[CH:31][CH:32]=2)[O:25][CH2:26][C:27]([O-:29])=[O:28])[S:12]([C:15]2[CH:16]=[N:17][CH:18]=[CH:19][CH:20]=2)(=[O:14])=[O:13])=[CH:8][CH:7]=1)([CH3:5])([CH3:4])[CH3:3], predict the reaction product. (4) Given the reactants C([O:5][C:6](=[O:38])[CH2:7][CH:8]([OH:37])[CH2:9][CH:10]([OH:36])[CH2:11][CH2:12][C:13]1[N:14]([CH:33]([CH3:35])[CH3:34])[C:15]([C:31]#[N:32])=[C:16]([C:25]2[CH:30]=[CH:29][CH:28]=[CH:27][N:26]=2)[C:17]=1[C:18]1[CH:23]=[CH:22][C:21]([F:24])=[CH:20][CH:19]=1)(C)(C)C.[OH-].[Na+:40], predict the reaction product. The product is: [Na+:40].[C:31]([C:15]1[N:14]([CH:33]([CH3:34])[CH3:35])[C:13]([CH2:12][CH2:11][C@@H:10]([OH:36])[CH2:9][C@@H:8]([OH:37])[CH2:7][C:6]([O-:38])=[O:5])=[C:17]([C:18]2[CH:19]=[CH:20][C:21]([F:24])=[CH:22][CH:23]=2)[C:16]=1[C:25]1[CH:30]=[CH:29][CH:28]=[CH:27][N:26]=1)#[N:32]. (5) Given the reactants [C:1]([O:25]C)(=O)[CH2:2][CH2:3][CH2:4][CH2:5][CH2:6][CH2:7][CH2:8][CH2:9][C:10]#[C:11][C:12]#[C:13][CH2:14][CH2:15][CH2:16][CH2:17][CH2:18][CH2:19][CH2:20][CH2:21][CH2:22][CH3:23].[NH2:27][CH2:28][CH:29]([OH:32])[CH2:30][OH:31].C[O-].[Na+], predict the reaction product. The product is: [OH:32][CH:29]([CH2:30][OH:31])[CH2:28][NH:27][C:1](=[O:25])[CH2:2][CH2:3][CH2:4][CH2:5][CH2:6][CH2:7][CH2:8][CH2:9][C:10]#[C:11][C:12]#[C:13][CH2:14][CH2:15][CH2:16][CH2:17][CH2:18][CH2:19][CH2:20][CH2:21][CH2:22][CH3:23]. (6) Given the reactants [CH2:1]([O:8][C:9]1[N:14]=[C:13]([O:15][CH3:16])[C:12]([F:17])=[CH:11][CH:10]=1)[C:2]1[CH:7]=[CH:6][CH:5]=[CH:4][CH:3]=1.C1C(=O)N([Br:25])C(=O)C1, predict the reaction product. The product is: [CH2:1]([O:8][C:9]1[N:14]=[C:13]([O:15][CH3:16])[C:12]([F:17])=[CH:11][C:10]=1[Br:25])[C:2]1[CH:3]=[CH:4][CH:5]=[CH:6][CH:7]=1. (7) Given the reactants [CH2:1]([O:3][CH:4]([CH2:8][C:9]1[CH:14]=[CH:13][C:12]([O:15][CH2:16][CH2:17][N:18]2[C:23](=[O:24])[CH:22]=[C:21]([C:25]3[CH:30]=[CH:29][CH:28]=[CH:27][CH:26]=3)[N:20]=[C:19]2[CH2:31][CH3:32])=[CH:11][CH:10]=1)[C:5]([OH:7])=[O:6])[CH3:2].[NH2:33][C@H:34]([C:42]([OH:44])=[O:43])[CH2:35][CH2:36][CH2:37][NH:38][C:39](=[NH:41])[NH2:40], predict the reaction product. The product is: [NH2:33][C@H:34]([C:42]([OH:44])=[O:43])[CH2:35][CH2:36][CH2:37][NH:38][C:39](=[NH:40])[NH2:41].[CH2:1]([O:3][CH:4]([CH2:8][C:9]1[CH:10]=[CH:11][C:12]([O:15][CH2:16][CH2:17][N:18]2[C:23](=[O:24])[CH:22]=[C:21]([C:25]3[CH:30]=[CH:29][CH:28]=[CH:27][CH:26]=3)[N:20]=[C:19]2[CH2:31][CH3:32])=[CH:13][CH:14]=1)[C:5]([OH:7])=[O:6])[CH3:2]. (8) Given the reactants [F:1][C:2]1[CH:7]=[CH:6][C:5]([CH:8]2[CH2:13][C:12](=[O:14])[NH:11][C:10]([CH3:15])=[C:9]2[C:16]([O:18][CH3:19])=[O:17])=[CH:4][CH:3]=1.I[CH3:21].[H-].[Na+], predict the reaction product. The product is: [F:1][C:2]1[CH:3]=[CH:4][C:5]([CH:8]2[CH2:13][C:12](=[O:14])[N:11]([CH3:21])[C:10]([CH3:15])=[C:9]2[C:16]([O:18][CH3:19])=[O:17])=[CH:6][CH:7]=1. (9) Given the reactants [BH4-].[Li+].C([O:5][C:6](=O)[C@@H:7]([NH:14][S:15]([C:18]1[CH:23]=[CH:22][C:21]([Cl:24])=[CH:20][CH:19]=1)(=[O:17])=[O:16])[C@H:8]([CH3:13])[C:9]([F:12])([F:11])[F:10])C.Cl, predict the reaction product. The product is: [Cl:24][C:21]1[CH:22]=[CH:23][C:18]([S:15]([NH:14][C@H:7]([CH2:6][OH:5])[C@H:8]([CH3:13])[C:9]([F:10])([F:11])[F:12])(=[O:17])=[O:16])=[CH:19][CH:20]=1.